Dataset: Full USPTO retrosynthesis dataset with 1.9M reactions from patents (1976-2016). Task: Predict the reactants needed to synthesize the given product. Given the product [NH2:18][C:17](=[O:50])[CH2:16][C:13]1[CH:14]=[C:15]2[C:10](=[CH:11][CH:12]=1)[C:9](=[O:19])[N:8]([CH2:20][C:21]([CH3:23])([CH3:22])[CH3:24])[C:7]([CH2:25][NH:26][C:27](=[O:33])[O:28][C:29]([CH3:32])([CH3:31])[CH3:30])=[C:6]2[O:5][CH2:1][CH2:2][CH2:3][CH3:4], predict the reactants needed to synthesize it. The reactants are: [CH2:1]([O:5][C:6]1[C:15]2[C:10](=[CH:11][CH:12]=[C:13]([CH2:16][C:17]#[N:18])[CH:14]=2)[C:9](=[O:19])[N:8]([CH2:20][C:21]([CH3:24])([CH3:23])[CH3:22])[C:7]=1[CH2:25][NH:26][C:27](=[O:33])[O:28][C:29]([CH3:32])([CH3:31])[CH3:30])[CH2:2][CH2:3][CH3:4].[OH-].[K+].Cl.Cl.C(N=C=NCCCN(C)C)C.[NH4+].[OH:50]N1C2C=CC=CC=2N=N1.